Dataset: Full USPTO retrosynthesis dataset with 1.9M reactions from patents (1976-2016). Task: Predict the reactants needed to synthesize the given product. (1) Given the product [CH2:1]([O:3][C:4](=[O:20])[CH:5]=[C:6]([NH:21][C:22]1[CH:23]=[CH:24][C:25]([NH:26][C:27](=[O:29])[CH3:28])=[CH:30][CH:31]=1)[C:8]1[CH:13]=[CH:12][C:11]([CH:14]2[CH2:19][CH2:18][CH2:17][CH2:16][CH2:15]2)=[CH:10][CH:9]=1)[CH2:2][CH2:34][CH3:35], predict the reactants needed to synthesize it. The reactants are: [CH2:1]([O:3][C:4](=[O:20])[CH2:5][C:6]([C:8]1[CH:13]=[CH:12][C:11]([CH:14]2[CH2:19][CH2:18][CH2:17][CH2:16][CH2:15]2)=[CH:10][CH:9]=1)=O)[CH3:2].[NH2:21][C:22]1[CH:31]=[CH:30][C:25]([NH:26][C:27](=[O:29])[CH3:28])=[CH:24][CH:23]=1.Cl.N[C:34]1C=CC(NC(=O)C)=C[CH:35]=1.C(O)CCC. (2) Given the product [CH3:30][O:31][C:32]1[N:37]=[C:36]([O:38][CH3:39])[C:35]([C:2]2[CH:3]=[CH:4][C:5]3[N:6]([C:8]([CH:11]=[O:12])=[CH:9][N:10]=3)[CH:7]=2)=[CH:34][N:33]=1, predict the reactants needed to synthesize it. The reactants are: Br[C:2]1[CH:3]=[CH:4][C:5]2[N:6]([C:8]([CH:11]=[O:12])=[CH:9][N:10]=2)[CH:7]=1.N1C=CC=C(C2C=CC3N(C(C=O)=CN=3)C=2)C=1.[CH3:30][O:31][C:32]1[N:37]=[C:36]([O:38][CH3:39])[C:35](B(O)O)=[CH:34][N:33]=1.C([O-])([O-])=O.[Na+].[Na+]. (3) Given the product [CH3:1][O:2][C:3](=[O:22])[C:4]1[CH:5]=[C:6]([Br:21])[C:7]([O:11][C:12]2[CH:13]=[CH:14][C:15]([NH2:18])=[CH:16][CH:17]=2)=[C:8]([Br:10])[CH:9]=1, predict the reactants needed to synthesize it. The reactants are: [CH3:1][O:2][C:3](=[O:22])[C:4]1[CH:9]=[C:8]([Br:10])[C:7]([O:11][C:12]2[CH:17]=[CH:16][C:15]([N+:18]([O-])=O)=[CH:14][CH:13]=2)=[C:6]([Br:21])[CH:5]=1. (4) Given the product [Br:1][C:2]1[CH:10]=[CH:9][C:5]2[CH:6]=[CH:7][S:8][C:4]=2[C:3]=1[OH:11], predict the reactants needed to synthesize it. The reactants are: [Br:1][C:2]1(Br)[CH2:10][CH2:9][C:5]2[CH:6]=[CH:7][S:8][C:4]=2[C:3]1=[O:11].C(=O)([O-])[O-].[Na+].[Na+]. (5) Given the product [N:5]1[CH:6]=[CH:7][CH:8]=[C:3]([C:2]2[N:1]=[C:11]([C@@H:13]3[CH2:17][CH2:16][CH2:15][N:14]3[C:18]([O:20][C:21]([CH3:24])([CH3:23])[CH3:22])=[O:19])[O:10][N:9]=2)[CH:4]=1, predict the reactants needed to synthesize it. The reactants are: [NH2:1]/[C:2](=[N:9]\[O:10][C:11]([C@@H:13]1[CH2:17][CH2:16][CH2:15][N:14]1[C:18]([O:20][C:21]([CH3:24])([CH3:23])[CH3:22])=[O:19])=O)/[C:3]1[CH:4]=[N:5][CH:6]=[CH:7][CH:8]=1. (6) Given the product [F:19][C:17]([F:18])([F:20])[C:14]1[CH:15]=[CH:16][C:11]([O:10][C:9]2[CH:21]=[CH:22][C:6]([CH2:5][CH2:4][NH2:1])=[CH:7][CH:8]=2)=[N:12][CH:13]=1, predict the reactants needed to synthesize it. The reactants are: [N+:1]([CH:4]=[CH:5][C:6]1[CH:22]=[CH:21][C:9]([O:10][C:11]2[CH:16]=[CH:15][C:14]([C:17]([F:20])([F:19])[F:18])=[CH:13][N:12]=2)=[CH:8][CH:7]=1)([O-])=O.